Task: Predict the product of the given reaction.. Dataset: Forward reaction prediction with 1.9M reactions from USPTO patents (1976-2016) (1) Given the reactants Cl.[C:2]1([C:13]2[CH:18]=[CH:17][CH:16]=[CH:15][CH:14]=2)[CH:7]=[CH:6][C:5]([CH2:8][C@@H:9]([NH2:12])[CH2:10][OH:11])=[CH:4][CH:3]=1.[OH-].[Na+].[C:21](O[C:21]([O:23][C:24]([CH3:27])([CH3:26])[CH3:25])=[O:22])([O:23][C:24]([CH3:27])([CH3:26])[CH3:25])=[O:22], predict the reaction product. The product is: [C:2]1([C:13]2[CH:14]=[CH:15][CH:16]=[CH:17][CH:18]=2)[CH:7]=[CH:6][C:5]([CH2:8][C@@H:9]([NH:12][C:21](=[O:22])[O:23][C:24]([CH3:27])([CH3:26])[CH3:25])[CH2:10][OH:11])=[CH:4][CH:3]=1. (2) Given the reactants [NH2:1][C:2]1[CH:32]=[CH:31][CH:30]=[CH:29][C:3]=1[C:4]([NH:6][C:7]1[CH:16]=[C:15]([C:17]([N:19]2[C:28]3[C:23](=[CH:24][CH:25]=[CH:26][CH:27]=3)[CH2:22][CH2:21][CH2:20]2)=[O:18])[CH:14]=[CH:13][C:8]=1[C:9]([O:11][CH3:12])=[O:10])=[O:5].C(N(CC)C(C)C)(C)C.Cl[C:43](Cl)([O:45]C(=O)OC(Cl)(Cl)Cl)Cl.C(=O)([O-])O.[Na+], predict the reaction product. The product is: [N:19]1([C:17]([C:15]2[CH:14]=[CH:13][C:8]([C:9]([O:11][CH3:12])=[O:10])=[C:7]([N:6]3[C:4](=[O:5])[C:3]4[C:2](=[CH:32][CH:31]=[CH:30][CH:29]=4)[NH:1][C:43]3=[O:45])[CH:16]=2)=[O:18])[C:28]2[C:23](=[CH:24][CH:25]=[CH:26][CH:27]=2)[CH2:22][CH2:21][CH2:20]1.